From a dataset of Peptide-MHC class II binding affinity with 134,281 pairs from IEDB. Regression. Given a peptide amino acid sequence and an MHC pseudo amino acid sequence, predict their binding affinity value. This is MHC class II binding data. (1) The peptide sequence is DVKFPWGGQIVGGVY. The MHC is HLA-DQA10501-DQB10301 with pseudo-sequence HLA-DQA10501-DQB10301. The binding affinity (normalized) is 0.731. (2) The peptide sequence is IEFRFYKEITNVFRG. The MHC is DRB1_1201 with pseudo-sequence DRB1_1201. The binding affinity (normalized) is 0.143. (3) The peptide sequence is TRSVETDKGPLDKEA. The MHC is DRB4_0103 with pseudo-sequence DRB4_0103. The binding affinity (normalized) is 0.189.